The task is: Predict the product of the given reaction.. This data is from Forward reaction prediction with 1.9M reactions from USPTO patents (1976-2016). (1) Given the reactants [CH2:1]([C:3]1[CH:8]=[C:7]([CH3:9])[CH:6]=[C:5]([CH2:10][CH3:11])[C:4]=1B(O)O)[CH3:2].[OH2:15].[OH-:16].[Li+].CO[CH2:20][CH2:21][O:22][CH3:23], predict the reaction product. The product is: [CH2:1]([C:3]1[CH:8]=[C:7]([CH3:9])[CH:6]=[C:5]([CH2:10][CH3:11])[C:4]=1[CH:6]1[C:7](=[O:15])[CH2:8][CH:3]([CH:1]2[CH2:20][CH2:21][O:22][CH2:23]2)[CH2:4][C:5]1=[O:16])[CH3:2]. (2) Given the reactants [ClH:1].CCO.[CH:5]1([CH2:8][NH:9][C:10]2[N:11]=[C:12]([NH:27][CH3:28])[C:13]3[N:19]=[C:18]([NH:20][CH2:21][CH:22]4[CH2:24][CH2:23]4)[N:17]=[C:16]([NH:25][CH3:26])[C:14]=3[N:15]=2)[CH2:7][CH2:6]1, predict the reaction product. The product is: [ClH:1].[CH:22]1([CH2:21][NH:20][C:18]2[N:17]=[C:16]([NH:25][CH3:26])[C:14]3[N:15]=[C:10]([NH:9][CH2:8][CH:5]4[CH2:7][CH2:6]4)[N:11]=[C:12]([NH:27][CH3:28])[C:13]=3[N:19]=2)[CH2:24][CH2:23]1.